The task is: Predict the reaction yield, written as a fraction of the theoretical maximum amount of product (1.0 means a 100% yield; for example, 0.34 means a 34% yield).. This data is from Reaction yield outcomes from USPTO patents with 853,638 reactions. (1) The reactants are Cl[C:2]1[CH:9]=[CH:8][C:5]([C:6]#[N:7])=[CH:4][CH:3]=1.P.C([O-])([O-])=O.[Cs+].[Cs+].[CH3:17][C:18]([CH3:20])=[O:19]. The catalyst is C(Cl)C=CC1C=CC=CC=1.[Pd]. The product is [O:19]=[C:18]([CH3:20])[CH2:17][C:2]1[CH:9]=[CH:8][C:5]([C:6]#[N:7])=[CH:4][CH:3]=1. The yield is 0.800. (2) The reactants are [F:1][C:2]([F:11])([F:10])[C:3]1[NH:4][CH2:5][CH:6]([OH:9])[CH2:7][N:8]=1.[N+](C1C=CC=CC=1)([O-])=O.C[O-].[Na+]. The catalyst is CO. The product is [F:11][C:2]([F:1])([F:10])[C:3]1[N:4]=[CH:5][C:6]([OH:9])=[CH:7][N:8]=1. The yield is 0.0840.